This data is from Full USPTO retrosynthesis dataset with 1.9M reactions from patents (1976-2016). The task is: Predict the reactants needed to synthesize the given product. Given the product [CH3:24][C:19]1[O:18][N:17]=[C:16]([C:10]2[C:9]([F:8])=[CH:14][CH:13]=[CH:12][C:11]=2[I:15])[C:20]=1[C:21]([NH:27][C@H:30]1[CH2:31][CH2:24][CH2:19][C@@H:20]([CH2:3][C:1]([O:7][CH2:16][C:10]2[CH:11]=[CH:12][CH:13]=[CH:14][CH:9]=2)=[O:2])[CH2:21]1)=[O:23], predict the reactants needed to synthesize it. The reactants are: [C:1]([OH:7])([C:3](F)(F)F)=[O:2].[F:8][C:9]1[CH:14]=[CH:13][CH:12]=[C:11]([I:15])[C:10]=1[C:16]1[C:20]([C:21]([OH:23])=O)=[C:19]([CH3:24])[O:18][N:17]=1.CC[N:27]([CH2:30][CH3:31])CC.